Dataset: Full USPTO retrosynthesis dataset with 1.9M reactions from patents (1976-2016). Task: Predict the reactants needed to synthesize the given product. (1) Given the product [CH:20]([N:18]1[C:17](=[O:23])[CH:16]=[CH:15][C:14]([C:5]2[C:6]([C:8]3[CH:9]=[CH:10][CH:11]=[CH:12][CH:13]=3)=[N:7][C:2]([NH:1][CH2:30][C:27]3[CH:28]=[CH:29][N:24]=[CH:25][CH:26]=3)=[CH:3][CH:4]=2)=[N:19]1)([CH3:21])[CH3:22], predict the reactants needed to synthesize it. The reactants are: [NH2:1][C:2]1[N:7]=[C:6]([C:8]2[CH:13]=[CH:12][CH:11]=[CH:10][CH:9]=2)[C:5]([C:14]2[CH:15]=[CH:16][C:17](=[O:23])[N:18]([CH:20]([CH3:22])[CH3:21])[N:19]=2)=[CH:4][CH:3]=1.[N:24]1[CH:29]=[CH:28][C:27]([CH:30]=O)=[CH:26][CH:25]=1.[BH-](OC(C)=O)(OC(C)=O)OC(C)=O.[Na+].C([O-])(O)=O.[Na+]. (2) Given the product [C:21]([S:23][CH2:2][C:3]1[CH:10]=[CH:9][C:6]([CH:7]=[O:8])=[CH:5][CH:4]=1)(=[O:24])[CH3:22], predict the reactants needed to synthesize it. The reactants are: Br[CH2:2][C:3]1[CH:10]=[CH:9][C:6]([CH:7]=[O:8])=[CH:5][CH:4]=1.BrCC1C=C(C=CC=1)C=O.[C:21]([O-:24])(=[S:23])[CH3:22].[K+].O. (3) The reactants are: C([O:3][C:4](=[O:48])[CH2:5][CH2:6][CH2:7][O:8][C:9]1[CH:14]=[CH:13][CH:12]=[C:11]([CH2:15][CH2:16][CH2:17][CH2:18][CH2:19][CH2:20][O:21][C:22]2[CH:27]=[C:26]([C:28]3[CH:32]=[CH:31][S:30][CH:29]=3)[CH:25]=[C:24]([O:33][CH2:34][C:35]3[CH:40]=[CH:39][CH:38]=[CH:37][CH:36]=3)[CH:23]=2)[C:10]=1[CH2:41][CH2:42][C:43]([O:45]CC)=[O:44])C.[OH-].[Na+]. Given the product [CH2:34]([O:33][C:24]1[CH:23]=[C:22]([CH:27]=[C:26]([C:28]2[CH:32]=[CH:31][S:30][CH:29]=2)[CH:25]=1)[O:21][CH2:20][CH2:19][CH2:18][CH2:17][CH2:16][CH2:15][C:11]1[C:10]([CH2:41][CH2:42][C:43]([OH:45])=[O:44])=[C:9]([CH:14]=[CH:13][CH:12]=1)[O:8][CH2:7][CH2:6][CH2:5][C:4]([OH:48])=[O:3])[C:35]1[CH:36]=[CH:37][CH:38]=[CH:39][CH:40]=1, predict the reactants needed to synthesize it. (4) Given the product [Cl:17][C:11]([CH:8]1[CH2:9][CH2:10][C:5]([CH3:14])([C:3]([O:2][CH3:1])=[O:4])[CH2:6][CH2:7]1)=[O:12], predict the reactants needed to synthesize it. The reactants are: [CH3:1][O:2][C:3]([C:5]1([CH3:14])[CH2:10][CH2:9][CH:8]([C:11](O)=[O:12])[CH2:7][CH2:6]1)=[O:4].S(Cl)([Cl:17])=O. (5) Given the product [CH3:4][N+:2]([CH2:5][CH2:6][O:7][P:8]([O:11][P:12]([O:15][CH2:16][C@H:17]1[O:21][C@@H:20]([N:22]2[C:27](=[O:28])[N:26]=[C:25]([NH2:29])[CH:24]=[CH:23]2)[C@H:19]([OH:30])[C@@H:18]1[OH:31])([O-:14])=[O:13])([O-:10])=[O:9])([CH3:1])[CH3:3].[Na+:32], predict the reactants needed to synthesize it. The reactants are: [CH3:1][N+:2]([CH2:5][CH2:6][O:7][P:8]([O:11][P:12]([O:15][CH2:16][CH:17]1[O:21][CH:20]([N:22]2[C:27](=[O:28])[N:26]=[C:25]([NH2:29])[CH:24]=[CH:23]2)[C@H:19]([OH:30])[C@@H:18]1[OH:31])([O-:14])=[O:13])([O-:10])=[O:9])([CH3:4])[CH3:3].[Na+:32]. (6) Given the product [Cl:1][C:2]1[C:11]2[C:6](=[C:7]([F:13])[CH:8]=[C:9]([S:22][CH2:23][CH3:24])[CH:10]=2)[N:5]=[N:4][C:3]=1[C:14]([NH2:16])=[O:15], predict the reactants needed to synthesize it. The reactants are: [Cl:1][C:2]1[C:11]2[C:6](=[C:7]([F:13])[CH:8]=[C:9](I)[CH:10]=2)[N:5]=[N:4][C:3]=1[C:14]([NH2:16])=[O:15].C([Sn](CCCC)(CCCC)[S:22][CH2:23][CH3:24])CCC.